Dataset: Forward reaction prediction with 1.9M reactions from USPTO patents (1976-2016). Task: Predict the product of the given reaction. (1) The product is: [CH3:1][O:2][C:3]1[CH:8]=[C:7]([O:9][CH3:10])[CH:6]=[CH:5][C:4]=1[C:11]1[C:12]2[N:13]([N:18]=[C:19]([NH:21][C:23]3[CH:28]=[CH:27][C:26]([N:29]4[CH:33]=[C:32]([CH3:34])[N:31]=[CH:30]4)=[C:25]([O:35][CH3:36])[CH:24]=3)[N:20]=2)[CH:14]=[C:15]([CH3:17])[CH:16]=1. Given the reactants [CH3:1][O:2][C:3]1[CH:8]=[C:7]([O:9][CH3:10])[CH:6]=[CH:5][C:4]=1[C:11]1[C:12]2[N:13]([N:18]=[C:19]([NH2:21])[N:20]=2)[CH:14]=[C:15]([CH3:17])[CH:16]=1.Br[C:23]1[CH:28]=[CH:27][C:26]([N:29]2[CH:33]=[C:32]([CH3:34])[N:31]=[CH:30]2)=[C:25]([O:35][CH3:36])[CH:24]=1.C(Cl)Cl, predict the reaction product. (2) Given the reactants [OH:1][CH2:2][CH:3]1[CH2:7][N:6]([C@@H:8]([CH2:12][CH3:13])[C:9]([NH2:11])=[O:10])[C:5](=[O:14])[CH2:4]1.[CH2:15](N(CC)CC)C.[CH3:22][S:23](Cl)(=[O:25])=[O:24].N([CH2:30][CH:31]1[CH2:35]N([C@@H](CC)C(N)=O)[C:33](=O)[CH2:32]1)=[N+]=[N-], predict the reaction product. The product is: [CH3:35][C:31]1[CH:30]=[CH:15][C:22]([S:23]([O:1][CH2:2][CH:3]2[CH2:4][C:5](=[O:14])[N:6]([C@H:8]([C:9]([NH2:11])=[O:10])[CH2:12][CH3:13])[CH2:7]2)(=[O:25])=[O:24])=[CH:33][CH:32]=1.